Dataset: Full USPTO retrosynthesis dataset with 1.9M reactions from patents (1976-2016). Task: Predict the reactants needed to synthesize the given product. (1) Given the product [C:10]([C:7]1[CH:8]=[CH:9][C:2]([F:1])=[C:3]([CH:6]=1)[C:4]#[N:5])(=[O:12])[CH3:11], predict the reactants needed to synthesize it. The reactants are: [F:1][C:2]1[CH:9]=[CH:8][C:7]([CH:10]([OH:12])[CH3:11])=[CH:6][C:3]=1[C:4]#[N:5].[Cr](O[Cr]([O-])(=O)=O)([O-])(=O)=O.[NH+]1C=CC=CC=1.[NH+]1C=CC=CC=1.[O-][Si]([O-])=O.[Mg+2]. (2) Given the product [C:12]([N:7]1[CH2:8][C@H:9]([O:11][CH2:26][C:25]2[CH:28]=[CH:29][C:22]([Br:21])=[CH:23][CH:24]=2)[CH2:10][C@@:6]1([CH3:19])[C:5]([OH:4])=[O:20])([O:14][C:15]([CH3:18])([CH3:17])[CH3:16])=[O:13], predict the reactants needed to synthesize it. The reactants are: [H-].[Na+].C[O:4][C:5](=[O:20])[C@:6]1([CH3:19])[CH2:10][C@@H:9]([OH:11])[CH2:8][N:7]1[C:12]([O:14][C:15]([CH3:18])([CH3:17])[CH3:16])=[O:13].[Br:21][C:22]1[CH:29]=[CH:28][C:25]([CH2:26]Br)=[CH:24][CH:23]=1. (3) Given the product [CH2:1]([O:8][C:9]1[CH:16]=[CH:15][C:12]([C:13]2[NH:24][C:20]3=[N:21][CH:22]=[CH:23][C:18]([CH3:17])=[C:19]3[N:25]=2)=[CH:11][CH:10]=1)[C:2]1[CH:7]=[CH:6][CH:5]=[CH:4][CH:3]=1, predict the reactants needed to synthesize it. The reactants are: [CH2:1]([O:8][C:9]1[CH:16]=[CH:15][C:12]([CH:13]=O)=[CH:11][CH:10]=1)[C:2]1[CH:7]=[CH:6][CH:5]=[CH:4][CH:3]=1.[CH3:17][C:18]1[CH:23]=[CH:22][N:21]=[C:20]([NH2:24])[C:19]=1[N+:25]([O-])=O.[O-]S(S([O-])=O)=O.[Na+].[Na+].N. (4) Given the product [N:55]1([C:7]([C:6]2[CH:5]=[CH:4][C:3]([CH:1]=[O:2])=[CH:11][CH:10]=2)=[O:9])[CH2:60][CH2:59][O:58][CH2:57][CH2:56]1, predict the reactants needed to synthesize it. The reactants are: [CH:1]([C:3]1[CH:11]=[CH:10][C:6]([C:7]([OH:9])=O)=[CH:5][CH:4]=1)=[O:2].N1C2C(=NC=CC=2)N(O)N=1.CN(C(ON1N=NC2C=CC=NC1=2)=[N+](C)C)C.F[P-](F)(F)(F)(F)F.CCN(C(C)C)C(C)C.[NH:55]1[CH2:60][CH2:59][O:58][CH2:57][CH2:56]1. (5) Given the product [CH3:45][N:43]([CH3:44])[CH2:42][CH2:41][CH2:40][NH:8][C:9]1[CH:10]=[C:11]([NH:19][C:20]2[C:29]3[C:24](=[CH:25][CH:26]=[CH:27][CH:28]=3)[C:23]([C:30]3[CH:31]=[CH:32][C:33]([C:34]([O:36][CH3:37])=[O:35])=[CH:38][CH:39]=3)=[N:22][N:21]=2)[CH:12]=[C:13]([C:15]([F:17])([F:18])[F:16])[CH:14]=1, predict the reactants needed to synthesize it. The reactants are: C(OC([N:8]([CH2:40][CH2:41][CH2:42][N:43]([CH3:45])[CH3:44])[C:9]1[CH:10]=[C:11]([NH:19][C:20]2[C:29]3[C:24](=[CH:25][CH:26]=[CH:27][CH:28]=3)[C:23]([C:30]3[CH:39]=[CH:38][C:33]([C:34]([O:36][CH3:37])=[O:35])=[CH:32][CH:31]=3)=[N:22][N:21]=2)[CH:12]=[C:13]([C:15]([F:18])([F:17])[F:16])[CH:14]=1)=O)(C)(C)C.Cl.C(OCC)C.